Task: Predict the product of the given reaction.. Dataset: Forward reaction prediction with 1.9M reactions from USPTO patents (1976-2016) (1) The product is: [CH2:22]([O:21][C:19]1[CH:20]=[C:15]([CH:16]=[C:17]([C:30]#[C:29][C:31]2[CH:32]=[CH:33][C:34]([S:37]([CH3:40])(=[O:39])=[O:38])=[CH:35][CH:36]=2)[CH:18]=1)[CH2:14][S:13][C:10]1[CH:11]=[CH:12][C:7]([O:6][CH2:5][C:4]([OH:3])=[O:28])=[C:8]([CH3:27])[CH:9]=1)[CH:23]([CH3:24])[CH3:25]. Given the reactants C([O:3][C:4](=[O:28])[CH2:5][O:6][C:7]1[CH:12]=[CH:11][C:10]([S:13][CH2:14][C:15]2[CH:20]=[C:19]([O:21][CH2:22][CH:23]([CH3:25])[CH3:24])[CH:18]=[C:17](Br)[CH:16]=2)=[CH:9][C:8]=1[CH3:27])C.[C:29]([C:31]1[CH:36]=[CH:35][C:34]([S:37]([CH3:40])(=[O:39])=[O:38])=[CH:33][CH:32]=1)#[CH:30].C(OC(=O)COC1C=CC(SC2C=C(C#CC3C=CC(CO)=CC=3)C=C(OCCC3C=CC(Cl)=CC=3)C=2)=CC=1C)C, predict the reaction product. (2) Given the reactants [CH3:1][Si](C=[N+]=[N-])(C)C.[Br:8][C:9]1[CH:14]=[CH:13][C:12]([NH:15][C:16]2[C:21]([C:22]([OH:24])=[O:23])=[CH:20][N:19]=[C:18]([Cl:25])[C:17]=2[Cl:26])=[C:11]([Cl:27])[CH:10]=1, predict the reaction product. The product is: [CH3:1][O:23][C:22](=[O:24])[C:21]1[C:16]([NH:15][C:12]2[CH:13]=[CH:14][C:9]([Br:8])=[CH:10][C:11]=2[Cl:27])=[C:17]([Cl:26])[C:18]([Cl:25])=[N:19][CH:20]=1. (3) Given the reactants [F:1][C:2]1[CH:7]=[CH:6][C:5]([C:8]#[C:9][CH2:10][O:11][C:12]2[CH:17]=[CH:16][C:15]([C:18]3[N:26](COCC[Si](C)(C)C)[C:25]4[C:24](=[O:35])[N:23]([CH2:36][CH2:37][CH3:38])[C:22]([C:39]5[CH:44]=[CH:43][CH:42]=[C:41]([C:45]([F:48])([F:47])[F:46])[CH:40]=5)=[N:21][C:20]=4[N:19]=3)=[CH:14][CH:13]=2)=[CH:4][CH:3]=1.Cl, predict the reaction product. The product is: [F:1][C:2]1[CH:7]=[CH:6][C:5]([C:8]#[C:9][CH2:10][O:11][C:12]2[CH:17]=[CH:16][C:15]([C:18]3[NH:26][C:25]4[C:24](=[O:35])[N:23]([CH2:36][CH2:37][CH3:38])[C:22]([C:39]5[CH:44]=[CH:43][CH:42]=[C:41]([C:45]([F:48])([F:46])[F:47])[CH:40]=5)=[N:21][C:20]=4[N:19]=3)=[CH:14][CH:13]=2)=[CH:4][CH:3]=1. (4) Given the reactants [CH2:1]([N:5]1[C:9]([CH3:10])=[C:8]([C:11]2[CH:16]=[CH:15][C:14]([F:17])=[CH:13][CH:12]=2)[N:7]=[N:6]1)[CH2:2][C:3]#[CH:4].Br[C:19]1[CH:24]=[CH:23][CH:22]=[CH:21][N:20]=1, predict the reaction product. The product is: [F:17][C:14]1[CH:13]=[CH:12][C:11]([C:8]2[N:7]=[N:6][N:5]([CH2:1][CH2:2][C:3]#[C:4][C:19]3[CH:24]=[CH:23][CH:22]=[CH:21][N:20]=3)[C:9]=2[CH3:10])=[CH:16][CH:15]=1. (5) Given the reactants [CH2:1]([C:8]1[CH:9]=[C:10]([CH:12]=[CH:13][CH:14]=1)[NH2:11])[C:2]1[CH:7]=[CH:6][CH:5]=[CH:4][CH:3]=1.[C:15](N1C=CN=C1)([N:17]1C=CN=C1)=[S:16].N, predict the reaction product. The product is: [CH2:1]([C:8]1[CH:9]=[C:10]([NH:11][C:15]([NH2:17])=[S:16])[CH:12]=[CH:13][CH:14]=1)[C:2]1[CH:3]=[CH:4][CH:5]=[CH:6][CH:7]=1. (6) The product is: [CH3:1][O:2][C:3]1[CH:15]=[C:14]([O:16][CH3:17])[CH:13]=[CH:12][C:4]=1[CH2:5][N:6]([C:7]1[S:8][CH:9]=[CH:10][N:11]=1)[S:29]([C:32]1[CH:33]=[CH:34][C:35]([C:36]([OH:38])=[O:37])=[CH:39][CH:40]=1)(=[O:31])=[O:30]. Given the reactants [CH3:1][O:2][C:3]1[CH:15]=[C:14]([O:16][CH3:17])[CH:13]=[CH:12][C:4]=1[CH2:5][NH:6][C:7]1[S:8][CH:9]=[CH:10][N:11]=1.C[Si](C)(C)[N-][Si](C)(C)C.[Li+].Cl[S:29]([C:32]1[CH:40]=[CH:39][C:35]([C:36]([OH:38])=[O:37])=[CH:34][CH:33]=1)(=[O:31])=[O:30], predict the reaction product. (7) Given the reactants [N+:1]([C:4]1[N:5]=[C:6]2[N:11]([CH:12]=1)[CH2:10][CH:9]([CH2:13][OH:14])[CH2:8][O:7]2)([O-:3])=[O:2].[I:15][C:16]1[CH:17]=[C:18]([CH:21]=[CH:22][CH:23]=1)[CH2:19]Br.[H-].[Na+], predict the reaction product. The product is: [I:15][C:16]1[CH:17]=[C:18]([CH:21]=[CH:22][CH:23]=1)[CH2:19][O:14][CH2:13][CH:9]1[CH2:8][O:7][C:6]2=[N:5][C:4]([N+:1]([O-:3])=[O:2])=[CH:12][N:11]2[CH2:10]1. (8) Given the reactants C(OC(=O)[NH:7][CH2:8][CH2:9][CH2:10][NH:11][C@@H:12]([C:16]1[N:20]([CH2:21][C:22]2[CH:27]=[CH:26][CH:25]=[CH:24][CH:23]=2)[C:19]2[CH:28]=[CH:29][CH:30]=[CH:31][C:18]=2[N:17]=1)[CH:13]([CH3:15])[CH3:14])(C)(C)C.[CH3:33][C:34]1[CH:42]=[CH:41][C:37]([C:38](Cl)=[O:39])=[CH:36][CH:35]=1.C(O)(C(F)(F)F)=O, predict the reaction product. The product is: [NH2:7][CH2:8][CH2:9][CH2:10][N:11]([C@@H:12]([C:16]1[N:20]([CH2:21][C:22]2[CH:27]=[CH:26][CH:25]=[CH:24][CH:23]=2)[C:19]2[CH:28]=[CH:29][CH:30]=[CH:31][C:18]=2[N:17]=1)[CH:13]([CH3:15])[CH3:14])[C:38](=[O:39])[C:37]1[CH:41]=[CH:42][C:34]([CH3:33])=[CH:35][CH:36]=1. (9) Given the reactants [F:1][C:2]1[CH:3]=[C:4]([N:14]2[CH2:18][C@H:17]([CH2:19][NH:20][C:21](NC)=[S:22])[O:16][C:15]2=[O:25])[CH:5]=[CH:6][C:7]=1[N:8]1[CH2:13][CH2:12][O:11][CH2:10][CH2:9]1.FC1C=C(N2C[C@H](CNC(=S)C)OC2=O)C=CC=1N1CCOCC1, predict the reaction product. The product is: [F:1][C:2]1[CH:3]=[C:4]([N:14]2[CH2:18][C@H:17]([CH2:19][NH:20][CH:21]=[S:22])[O:16][C:15]2=[O:25])[CH:5]=[CH:6][C:7]=1[N:8]1[CH2:9][CH2:10][O:11][CH2:12][CH2:13]1.